Dataset: Forward reaction prediction with 1.9M reactions from USPTO patents (1976-2016). Task: Predict the product of the given reaction. Given the reactants [F:1][CH:2]([F:22])[C:3]1([C:11]2[CH:16]=[C:15]([N+:17]([O-])=O)[CH:14]=[C:13]([F:20])[C:12]=2[CH3:21])[CH:9]2[CH:7]([CH2:8]2)[O:6][C:5]([NH2:10])=[N:4]1, predict the reaction product. The product is: [NH2:17][C:15]1[CH:14]=[C:13]([F:20])[C:12]([CH3:21])=[C:11]([C:3]2([CH:2]([F:1])[F:22])[CH:9]3[CH:7]([CH2:8]3)[O:6][C:5]([NH2:10])=[N:4]2)[CH:16]=1.